Predict the reaction yield, written as a fraction of the theoretical maximum amount of product (1.0 means a 100% yield; for example, 0.34 means a 34% yield). From a dataset of Reaction yield outcomes from USPTO patents with 853,638 reactions. (1) The reactants are [CH2:1]([N:8]1[CH2:12][C:11](=[O:13])[CH:10](C(OCC)=O)[CH:9]1[CH3:19])[C:2]1[CH:7]=[CH:6][CH:5]=[CH:4][CH:3]=1.C(=O)([O-])[O-].[Na+].[Na+]. The catalyst is O.S(=O)(=O)(O)O. The product is [CH2:1]([N:8]1[CH:9]([CH3:19])[CH2:10][C:11](=[O:13])[CH2:12]1)[C:2]1[CH:3]=[CH:4][CH:5]=[CH:6][CH:7]=1. The yield is 0.460. (2) The reactants are [NH2:1][C:2]1[CH:7]=[C:6]([O:8][C:9]2[C:14]([F:15])=[CH:13][C:12]([NH:16][C:17]([C:19]3([C:22]([NH:24][C:25]4[CH:30]=[CH:29][C:28]([F:31])=[CH:27][CH:26]=4)=[O:23])[CH2:21][CH2:20]3)=[O:18])=[C:11]([F:32])[CH:10]=2)[CH:5]=[CH:4][N:3]=1.[F:33][C:34]([CH3:39])([CH3:38])[C:35](O)=[O:36].CN(C(ON1N=NC2C=CC=NC1=2)=[N+](C)C)C.F[P-](F)(F)(F)(F)F.CCN(C(C)C)C(C)C. The catalyst is ClCl. The product is [F:32][C:11]1[CH:10]=[C:9]([O:8][C:6]2[CH:5]=[CH:4][N:3]=[C:2]([NH:1][C:35](=[O:36])[C:34]([F:33])([CH3:39])[CH3:38])[CH:7]=2)[C:14]([F:15])=[CH:13][C:12]=1[NH:16][C:17]([C:19]1([C:22]([NH:24][C:25]2[CH:26]=[CH:27][C:28]([F:31])=[CH:29][CH:30]=2)=[O:23])[CH2:21][CH2:20]1)=[O:18]. The yield is 0.430. (3) The reactants are [CH2:1]([N:3]([CH2:14][CH3:15])[CH2:4][C:5]1[CH:10]=[CH:9][N:8]=[C:7]([F:11])[C:6]=1[CH2:12][NH2:13])[CH3:2].[I:16][C:17]1[CH:18]=[C:19]2[C:24](=[CH:25][CH:26]=1)[N:23]=[C:22]([C:27](OCC)=[O:28])[CH:21]=[N:20]2.C(N(CCNC(C1C=NC2C(=CC=C(I)C=2)N=1)=O)CCOC1C(F)=NC=CC=1)C. No catalyst specified. The product is [CH2:14]([N:3]([CH2:4][C:5]1[CH:10]=[CH:9][N:8]=[C:7]([F:11])[C:6]=1[CH2:12][NH:13][C:27]([C:22]1[CH:21]=[N:20][C:19]2[C:24](=[CH:25][CH:26]=[C:17]([I:16])[CH:18]=2)[N:23]=1)=[O:28])[CH2:1][CH3:2])[CH3:15]. The yield is 0.570. (4) The reactants are F[C:2]1[CH:7]=[CH:6][C:5]([N+:8]([O-:10])=[O:9])=[CH:4][C:3]=1[F:11].C([O-])([O-])=O.[K+].[K+].[NH:18]1[C:26]2[C:21](=[CH:22][CH:23]=[CH:24][CH:25]=2)[CH:20]=[C:19]1[CH2:27][CH2:28][NH2:29]. The catalyst is C(Cl)Cl. The product is [NH:18]1[C:26]2[C:21](=[CH:22][CH:23]=[CH:24][CH:25]=2)[CH:20]=[C:19]1[CH2:27][CH2:28][NH:29][C:2]1[CH:7]=[CH:6][C:5]([N+:8]([O-:10])=[O:9])=[CH:4][C:3]=1[F:11]. The yield is 0.780. (5) The reactants are [C:1]1([CH2:7][CH2:8][CH2:9][CH2:10][CH2:11][CH2:12][OH:13])[CH:6]=[CH:5][CH:4]=[CH:3][CH:2]=1.[S:14](Cl)([C:17]1[CH:23]=[CH:22][C:20]([CH3:21])=[CH:19][CH:18]=1)(=[O:16])=[O:15].CCN(CC)CC. The catalyst is CN(C1C=CN=CC=1)C. The product is [S:14]([C:17]1[CH:23]=[CH:22][C:20]([CH3:21])=[CH:19][CH:18]=1)([O:13][CH2:12][CH2:11][CH2:10][CH2:9][CH2:8][CH2:7][C:1]1[CH:6]=[CH:5][CH:4]=[CH:3][CH:2]=1)(=[O:16])=[O:15]. The yield is 0.810.